Task: Predict the reactants needed to synthesize the given product.. Dataset: Full USPTO retrosynthesis dataset with 1.9M reactions from patents (1976-2016) (1) Given the product [ClH:33].[F:31][C:29]([F:30])([F:32])[C:20]1[CH:21]=[C:22]([C:25]([F:26])([F:27])[F:28])[CH:23]=[CH:24][C:19]=1[CH2:18][O:17][C:13]1[CH:12]=[C:11]2[C:16](=[CH:15][CH:14]=1)[NH:8][CH2:9][CH2:10]2, predict the reactants needed to synthesize it. The reactants are: C(OC([N:8]1[C:16]2[C:11](=[CH:12][C:13]([O:17][CH2:18][C:19]3[CH:24]=[CH:23][C:22]([C:25]([F:28])([F:27])[F:26])=[CH:21][C:20]=3[C:29]([F:32])([F:31])[F:30])=[CH:14][CH:15]=2)[CH2:10][CH2:9]1)=O)(C)(C)C.[ClH:33].O1CCOCC1. (2) Given the product [CH3:1][O:2][C:3](=[O:42])[CH2:4][C:5]1[CH:10]=[CH:9][CH:8]=[CH:7][C:6]=1[CH2:11][CH2:12][C:13]1[C:18]([C:19]([F:21])([F:22])[F:20])=[CH:17][N:16]=[C:15]([NH:23][C:24]2[CH:25]=[N:26][N:27]([CH:29]3[CH2:30][CH2:31][N:32]([C:35]([O:37][C:38]([CH3:40])([CH3:41])[CH3:39])=[O:36])[CH2:33][CH2:34]3)[CH:28]=2)[N:14]=1, predict the reactants needed to synthesize it. The reactants are: [CH3:1][O:2][C:3](=[O:42])[CH2:4][C:5]1[CH:10]=[CH:9][CH:8]=[CH:7][C:6]=1[C:11]#[C:12][C:13]1[C:18]([C:19]([F:22])([F:21])[F:20])=[CH:17][N:16]=[C:15]([NH:23][C:24]2[CH:25]=[N:26][N:27]([CH:29]3[CH2:34][CH2:33][N:32]([C:35]([O:37][C:38]([CH3:41])([CH3:40])[CH3:39])=[O:36])[CH2:31][CH2:30]3)[CH:28]=2)[N:14]=1. (3) Given the product [CH2:52]([O:51][C:49]([NH:27][S:24]([C:16]1[S:17][C:18]([CH2:20][CH:21]([CH3:23])[CH3:22])=[CH:19][C:15]=1[C:11]1[CH:12]=[CH:13][CH:14]=[C:9]([CH2:8][N:4]2[C:5](=[O:7])[CH2:6][N:2]([CH3:1])[C:3]2=[O:32])[CH:10]=1)(=[O:26])=[O:25])=[O:50])[CH2:53][CH2:54][CH3:55], predict the reactants needed to synthesize it. The reactants are: [CH3:1][N:2]1[CH2:6][C:5](=[O:7])[N:4]([CH2:8][C:9]2[CH:10]=[C:11]([C:15]3[CH:19]=[C:18]([CH2:20][CH:21]([CH3:23])[CH3:22])[S:17][C:16]=3[S:24]([NH:27]C(C)(C)C)(=[O:26])=[O:25])[CH:12]=[CH:13][CH:14]=2)[C:3]1=[O:32].B(Cl)(Cl)Cl.N1(C2C=CC=CN=2)CCCC1.Cl[C:49]([O:51][CH2:52][CH2:53][CH2:54][CH3:55])=[O:50].C(O)(=O)CC(CC(O)=O)(C(O)=O)O. (4) Given the product [NH2:28][C:10]1[CH:11]=[C:12]([NH:15][C:16](=[O:27])[C:17]2[CH:22]=[CH:21][CH:20]=[C:19]([C:23]([F:26])([F:24])[F:25])[CH:18]=2)[CH:13]=[CH:14][C:9]=1[S:8][C:5]1[CH:4]=[CH:3][C:2]([OH:1])=[CH:7][CH:6]=1, predict the reactants needed to synthesize it. The reactants are: [OH:1][C:2]1[CH:7]=[CH:6][C:5]([S:8][C:9]2[CH:14]=[CH:13][C:12]([NH:15][C:16](=[O:27])[C:17]3[CH:22]=[CH:21][CH:20]=[C:19]([C:23]([F:26])([F:25])[F:24])[CH:18]=3)=[CH:11][C:10]=2[N+:28]([O-])=O)=[CH:4][CH:3]=1.[Cl-].[NH4+].O1CCCC1.O. (5) Given the product [Br:1][C:2]1[C:3]([O:12][CH3:13])=[C:4]([CH2:10][C:14]#[N:15])[CH:5]=[C:6]([O:8][CH3:9])[CH:7]=1, predict the reactants needed to synthesize it. The reactants are: [Br:1][C:2]1[CH:7]=[C:6]([O:8][CH3:9])[CH:5]=[C:4]([CH2:10]Cl)[C:3]=1[O:12][CH3:13].[C-:14]#[N:15].[K+].O.